This data is from Forward reaction prediction with 1.9M reactions from USPTO patents (1976-2016). The task is: Predict the product of the given reaction. (1) Given the reactants [CH2:1]([NH:8][CH:9]1[CH2:14][CH2:13][NH:12][CH2:11][C:10]1([F:16])[F:15])[C:2]1[CH:7]=[CH:6][CH:5]=[CH:4][CH:3]=1.[I-].[Na+].C(N(CC)CC)C.Cl[CH2:27][CH2:28][CH2:29][O:30][C:31]1[CH:36]=[CH:35][C:34]([F:37])=[CH:33][CH:32]=1, predict the reaction product. The product is: [CH2:1]([NH:8][CH:9]1[CH2:14][CH2:13][N:12]([CH2:27][CH2:28][CH2:29][O:30][C:31]2[CH:32]=[CH:33][C:34]([F:37])=[CH:35][CH:36]=2)[CH2:11][C:10]1([F:16])[F:15])[C:2]1[CH:3]=[CH:4][CH:5]=[CH:6][CH:7]=1. (2) Given the reactants Cl[C:2]1[N:7]=[C:6](Cl)[C:5]([N+:9]([O-:11])=[O:10])=[C:4]([CH3:12])[N:3]=1.C(N(CC)CC)C.[NH2:20][CH2:21][CH2:22][O:23][CH2:24][C:25]([O:27][C:28]([CH3:31])([CH3:30])[CH3:29])=[O:26].[CH2:32]([O:39][C:40]1[CH:41]=[C:42](B(O)O)[CH:43]=[CH:44][CH:45]=1)[C:33]1[CH:38]=[CH:37][CH:36]=[CH:35][CH:34]=1.C([O-])([O-])=O.[Na+].[Na+], predict the reaction product. The product is: [CH2:32]([O:39][C:40]1[CH:45]=[C:44]([C:2]2[N:7]=[C:6]([NH:20][CH2:21][CH2:22][O:23][CH2:24][C:25]([O:27][C:28]([CH3:31])([CH3:30])[CH3:29])=[O:26])[C:5]([N+:9]([O-:11])=[O:10])=[C:4]([CH3:12])[N:3]=2)[CH:43]=[CH:42][CH:41]=1)[C:33]1[CH:38]=[CH:37][CH:36]=[CH:35][CH:34]=1. (3) Given the reactants [F:1][C:2]1[CH:3]=[C:4]([CH:14]([NH:16][C:17]([C:19]2[S:20][C:21](Br)=[CH:22][CH:23]=2)=[O:18])[CH3:15])[CH:5]=[C:6]([F:13])[C:7]=1[NH:8][S:9]([CH3:12])(=[O:11])=[O:10].[F:25][C:26]([F:37])([F:36])[C:27]1[CH:28]=[C:29](B(O)O)[CH:30]=[CH:31][CH:32]=1, predict the reaction product. The product is: [F:1][C:2]1[CH:3]=[C:4]([CH:14]([NH:16][C:17]([C:19]2[S:20][C:21]([C:31]3[CH:30]=[CH:29][CH:28]=[C:27]([C:26]([F:37])([F:36])[F:25])[CH:32]=3)=[CH:22][CH:23]=2)=[O:18])[CH3:15])[CH:5]=[C:6]([F:13])[C:7]=1[NH:8][S:9]([CH3:12])(=[O:11])=[O:10]. (4) Given the reactants [CH2:1]([NH:8][C:9]([N:11]1[CH2:16][CH2:15][C:14](=[O:17])[N:13]2[C@@H:18]([CH2:35][C:36]3[CH:41]=[CH:40][C:39]([OH:42])=[CH:38][CH:37]=3)[C:19](=[O:34])[N:20]([CH2:23][C:24]3[C:33]4[C:28](=[CH:29][CH:30]=[CH:31][CH:32]=4)[CH:27]=[CH:26][CH:25]=3)[C@@H:21]([CH3:22])[CH:12]12)=[O:10])[C:2]1[CH:7]=[CH:6][CH:5]=[CH:4][CH:3]=1.[C:43](OC(=O)C)(=[O:45])[CH3:44], predict the reaction product. The product is: [C:43]([O:42][C:39]1[CH:40]=[CH:41][C:36]([CH2:35][C@@H:18]2[N:13]3[C:14](=[O:17])[CH2:15][CH2:16][N:11]([C:9](=[O:10])[NH:8][CH2:1][C:2]4[CH:7]=[CH:6][CH:5]=[CH:4][CH:3]=4)[CH:12]3[C@H:21]([CH3:22])[N:20]([CH2:23][C:24]3[C:33]4[C:28](=[CH:29][CH:30]=[CH:31][CH:32]=4)[CH:27]=[CH:26][CH:25]=3)[C:19]2=[O:34])=[CH:37][CH:38]=1)(=[O:45])[CH3:44]. (5) Given the reactants [CH3:1][O:2][C:3]1[C:8]([NH:9][C:10](=[O:29])[C@@H:11]([NH:19][C:20]2([C:23]3[CH:28]=[CH:27][CH:26]=[CH:25][N:24]=3)[CH2:22][CH2:21]2)[CH2:12][C:13]2[CH:18]=[CH:17][CH:16]=[CH:15][CH:14]=2)=[CH:7][C:6]([C:30]2[N:34](C3CCCCO3)[N:33]=[CH:32][CH:31]=2)=[CH:5][N:4]=1.C(O)(C(F)(F)F)=O, predict the reaction product. The product is: [CH3:1][O:2][C:3]1[C:8]([NH:9][C:10](=[O:29])[C@@H:11]([NH:19][C:20]2([C:23]3[CH:28]=[CH:27][CH:26]=[CH:25][N:24]=3)[CH2:21][CH2:22]2)[CH2:12][C:13]2[CH:14]=[CH:15][CH:16]=[CH:17][CH:18]=2)=[CH:7][C:6]([C:30]2[NH:34][N:33]=[CH:32][CH:31]=2)=[CH:5][N:4]=1.